Dataset: Full USPTO retrosynthesis dataset with 1.9M reactions from patents (1976-2016). Task: Predict the reactants needed to synthesize the given product. (1) The reactants are: [CH3:1][C:2]1[CH:3]=[C:4]([S:8]([NH:11][C:12]2[C:13](=[O:29])[N:14]([CH2:21][C:22]([O:24]C(C)(C)C)=[O:23])[C:15]([CH:18]([CH3:20])[CH3:19])=[CH:16][CH:17]=2)(=[O:10])=[O:9])[CH:5]=[CH:6][CH:7]=1.FC(F)(F)C(O)=O. Given the product [CH3:1][C:2]1[CH:3]=[C:4]([S:8]([NH:11][C:12]2[C:13](=[O:29])[N:14]([CH2:21][C:22]([OH:24])=[O:23])[C:15]([CH:18]([CH3:20])[CH3:19])=[CH:16][CH:17]=2)(=[O:10])=[O:9])[CH:5]=[CH:6][CH:7]=1, predict the reactants needed to synthesize it. (2) Given the product [Br:1][C:2]1[CH:3]=[C:4]2[C:9](=[CH:10][CH:11]=1)[N:8]=[C:7]([C:26]([O:25][CH3:24])=[O:27])[CH:6]=[C:5]2[CH3:13], predict the reactants needed to synthesize it. The reactants are: [Br:1][C:2]1[CH:3]=[C:4]2[C:9](=[CH:10][CH:11]=1)[N:8]=[C:7](Cl)[CH:6]=[C:5]2[CH3:13].C(N(CC)CC)C.CN([CH:24]=[O:25])C.[CH3:26][OH:27]. (3) Given the product [CH2:17]([C:39]1[N:44]=[CH:43][C:42]([OH:45])=[CH:41][CH:40]=1)[C:16]1[CH:15]=[CH:14][CH:13]=[CH:12][CH:11]=1, predict the reactants needed to synthesize it. The reactants are: [O-]P([O-])([O-])=O.[K+].[K+].[K+].CO[C:11]1[CH:12]=[CH:13][CH:14]=[C:15](OC)[C:16]=1[C:17]1C=CC=CC=1P(C1CCCCC1)C1CCCCC1.Br[C:39]1[N:44]=[CH:43][C:42]([OH:45])=[CH:41][CH:40]=1.B1(CC2C=CC=CC=2)C2CCCC1CCC2. (4) Given the product [CH3:1][O:2][C:3](=[O:35])[C:4]1[CH:32]=[C:31]([O:33][CH3:34])[CH:30]=[C:6]([C:7]([NH:9][CH:10]2[CH2:11][CH2:12][N:13]([CH2:43][C:42]3[CH:41]=[C:40]([O:39][CH:36]([CH3:38])[CH3:37])[CH:47]=[C:46]([O:48][CH:49]([CH3:51])[CH3:50])[CH:45]=3)[CH2:14][CH2:15]2)=[O:8])[CH:5]=1, predict the reactants needed to synthesize it. The reactants are: [CH3:1][O:2][C:3](=[O:35])[C:4]1[CH:32]=[C:31]([O:33][CH3:34])[CH:30]=[C:6]([C:7]([NH:9][CH:10]2[CH2:15][CH2:14][N:13](CC3C=C(OCC)C(F)=C(OCC)C=3)[CH2:12][CH2:11]2)=[O:8])[CH:5]=1.[CH:36]([O:39][C:40]1[CH:41]=[C:42]([CH:45]=[C:46]([O:48][CH:49]([CH3:51])[CH3:50])[CH:47]=1)[CH:43]=O)([CH3:38])[CH3:37].C([BH3-])#N.[Na+].C(N(C(C)C)C(C)C)C. (5) Given the product [C:10]([O:9][C:7]([N:3]1[CH2:2][C@@H:1]([C:14]2[CH:19]=[CH:18][CH:17]=[CH:16][CH:15]=2)[C@H:5]([OH:6])[CH2:4]1)=[O:8])([CH3:13])([CH3:12])[CH3:11], predict the reactants needed to synthesize it. The reactants are: [CH:1]12[O:6][CH:5]1[CH2:4][N:3]([C:7]([O:9][C:10]([CH3:13])([CH3:12])[CH3:11])=[O:8])[CH2:2]2.[C:14]1([Mg]Br)[CH:19]=[CH:18][CH:17]=[CH:16][CH:15]=1.[NH4+].[Cl-]. (6) Given the product [CH3:31][O:30][C:25]1[CH:26]=[CH:27][C:28]([S:14]([C:11]2[CH:12]=[CH:13][C:8]([CH2:7][CH2:6][NH:5][C:3](=[O:4])[C:2]([F:19])([F:18])[F:1])=[CH:9][CH:10]=2)(=[O:16])=[O:15])=[CH:29][C:24]=1[CH2:23][C:22]([O:21][CH3:20])=[O:32], predict the reactants needed to synthesize it. The reactants are: [F:1][C:2]([F:19])([F:18])[C:3]([NH:5][CH2:6][CH2:7][C:8]1[CH:13]=[CH:12][C:11]([S:14](Cl)(=[O:16])=[O:15])=[CH:10][CH:9]=1)=[O:4].[CH3:20][O:21][C:22](=[O:32])[CH2:23][C:24]1[CH:29]=[CH:28][CH:27]=[CH:26][C:25]=1[O:30][CH3:31].[Cl-].[Al+3].[Cl-].[Cl-].C(OCC)(=O)C. (7) Given the product [CH3:1][CH:2]([CH3:12])[CH:3]([NH:4][C:58]([C:55]1[CH:56]=[C:57]2[C:52](=[CH:53][CH:54]=1)[NH:51][N:50]=[C:49]2[C:46]1[CH:45]=[CH:44][C:43]([O:42][CH:39]2[CH2:40][CH2:41][N:36]([CH3:35])[CH2:37][CH2:38]2)=[CH:48][CH:47]=1)=[O:59])[C:5]1[CH:10]=[CH:9][CH:8]=[CH:7][C:6]=1[CH3:11], predict the reactants needed to synthesize it. The reactants are: [CH3:1][CH:2]([CH3:12])[CH:3]([C:5]1[CH:10]=[CH:9][CH:8]=[CH:7][C:6]=1[CH3:11])[NH2:4].CN(C(ON1N=NC2C=CC=CC1=2)=[N+](C)C)C.[B-](F)(F)(F)F.[CH3:35][N:36]1[CH2:41][CH2:40][CH:39]([O:42][C:43]2[CH:48]=[CH:47][C:46]([C:49]3[C:57]4[C:52](=[CH:53][CH:54]=[C:55]([C:58](O)=[O:59])[CH:56]=4)[NH:51][N:50]=3)=[CH:45][CH:44]=2)[CH2:38][CH2:37]1.CCN(C(C)C)C(C)C. (8) The reactants are: Br[C:2]1[N:3]=[C:4]2[CH:10]=[CH:9][N:8]([S:11]([C:14]3[CH:19]=[CH:18][CH:17]=[CH:16][CH:15]=3)(=[O:13])=[O:12])[C:5]2=[N:6][CH:7]=1.[CH3:20][O:21][C:22]1[CH:23]=[C:24](/[CH:30]=[CH:31]/B2OC(C)(C)C(C)(C)O2)[CH:25]=[C:26]([O:28][CH3:29])[CH:27]=1.ClCCl.P([O-])([O-])([O-])=O.[K+].[K+].[K+]. Given the product [CH3:29][O:28][C:26]1[CH:25]=[C:24](/[CH:30]=[CH:31]/[C:2]2[N:3]=[C:4]3[CH:10]=[CH:9][N:8]([S:11]([C:14]4[CH:19]=[CH:18][CH:17]=[CH:16][CH:15]=4)(=[O:13])=[O:12])[C:5]3=[N:6][CH:7]=2)[CH:23]=[C:22]([O:21][CH3:20])[CH:27]=1, predict the reactants needed to synthesize it. (9) The reactants are: [CH2:1]([C:3]1[C:4]([C:15]2[CH:20]=[CH:19][C:18]([OH:21])=[CH:17][CH:16]=2)=[N:5][O:6][C:7]=1[C:8]1[CH:13]=[CH:12][C:11]([OH:14])=[CH:10][CH:9]=1)[CH3:2].[C:22](Cl)(=[O:24])[CH3:23].N1[CH:31]=[CH:30]C=CC=1.C([O-])(O)=[O:33].[Na+]. Given the product [C:22]([O:14][C:11]1[CH:10]=[CH:9][C:8]([C:7]2[O:6][N:5]=[C:4]([C:15]3[CH:16]=[CH:17][C:18]([O:21][C:30](=[O:33])[CH3:31])=[CH:19][CH:20]=3)[C:3]=2[CH2:1][CH3:2])=[CH:13][CH:12]=1)(=[O:24])[CH3:23], predict the reactants needed to synthesize it.